Task: Predict the reactants needed to synthesize the given product.. Dataset: Full USPTO retrosynthesis dataset with 1.9M reactions from patents (1976-2016) (1) The reactants are: [Si]([O:18][CH2:19][C:20]1[C:21]([N:35]2[CH2:40][C@H:39]([CH3:41])[O:38][C@H:37]([CH3:42])[CH2:36]2)=[C:22]([F:34])[C:23]2[O:27][N:26]=[C:25]([C:28]([O:30]CC)=O)[C:24]=2[CH:33]=1)(C(C)(C)C)(C1C=CC=CC=1)C1C=CC=CC=1.[CH3:43][N:44]1[C:48]([CH2:49][NH2:50])=[CH:47][CH:46]=[N:45]1. Given the product [CH3:41][C@@H:39]1[CH2:40][N:35]([C:21]2[C:20]([CH2:19][OH:18])=[CH:33][C:24]3[C:25]([C:28]([NH:50][CH2:49][C:48]4[N:44]([CH3:43])[N:45]=[CH:46][CH:47]=4)=[O:30])=[N:26][O:27][C:23]=3[C:22]=2[F:34])[CH2:36][C@H:37]([CH3:42])[O:38]1, predict the reactants needed to synthesize it. (2) Given the product [F:13][C:12]([F:15])([F:14])[C:10]([O-:16])=[O:11].[F:13][C:12]1([F:15])[CH2:10][CH2:18][CH2:17][C@H:5]([OH:1])[C@@H:4]1[NH3+:3], predict the reactants needed to synthesize it. The reactants are: [O:1]1[CH2:5][CH2:4][NH:3]C1=O.[OH-].[Li+].O.[C:10]([OH:16])([C:12]([F:15])([F:14])[F:13])=[O:11].[CH2:17]1COC[CH2:18]1. (3) Given the product [CH3:1][C:2]1([CH3:18])[C:6]2=[N:7][CH:8]=[C:9]([N:11]3[CH2:16][CH2:15][O:14][CH2:13][CH2:12]3)[CH:10]=[C:5]2[NH:4][CH2:3]1, predict the reactants needed to synthesize it. The reactants are: [CH3:1][C:2]1([CH3:18])[C:6]2=[N:7][CH:8]=[C:9]([N:11]3[CH2:16][CH2:15][O:14][CH2:13][CH2:12]3)[CH:10]=[C:5]2[NH:4][C:3]1=O.[H-].COCCO[Al+]OCCOC.[Na+].[H-]. (4) Given the product [Br:1][C:2]1[CH:14]=[CH:13][C:5]([O:6][C:7]([CH3:11])([CH3:12])[CH2:8][OH:9])=[CH:4][CH:3]=1, predict the reactants needed to synthesize it. The reactants are: [Br:1][C:2]1[CH:14]=[CH:13][C:5]([O:6][C:7]([CH3:12])([CH3:11])[C:8](O)=[O:9])=[CH:4][CH:3]=1.C1COCC1. (5) Given the product [OH:1][C:2]1[CH:10]=[C:9]([C:11]([F:14])([F:13])[F:12])[CH:8]=[CH:7][C:3]=1[C:4]([NH:21][CH2:22][CH2:23][NH:24][C:25](=[O:31])[O:26][C:27]([CH3:29])([CH3:28])[CH3:30])=[O:6], predict the reactants needed to synthesize it. The reactants are: [OH:1][C:2]1[CH:10]=[C:9]([C:11]([F:14])([F:13])[F:12])[CH:8]=[CH:7][C:3]=1[C:4]([OH:6])=O.C(Cl)(=O)C(Cl)=O.[NH2:21][CH2:22][CH2:23][NH:24][C:25](=[O:31])[O:26][C:27]([CH3:30])([CH3:29])[CH3:28].C(N(C(C)C)CC)(C)C. (6) Given the product [Cl:11][C:5]1[CH:4]=[CH:3][C:2]([NH:1][C:17]([C:13]2[S:12][CH:16]=[CH:15][CH:14]=2)=[O:18])=[CH:10][C:6]=1[C:7]([OH:9])=[O:8], predict the reactants needed to synthesize it. The reactants are: [NH2:1][C:2]1[CH:3]=[CH:4][C:5]([Cl:11])=[C:6]([CH:10]=1)[C:7]([OH:9])=[O:8].[S:12]1[CH:16]=[CH:15][CH:14]=[C:13]1[C:17](Cl)=[O:18]. (7) The reactants are: [C:1]([N:8]1[CH2:13][CH2:12][NH:11][C@H:10]([CH3:14])[CH2:9]1)([O:3][C:4]([CH3:7])([CH3:6])[CH3:5])=[O:2].Cl[C:16]1[C:17]2[CH:24]=[C:23]([CH2:25][CH3:26])[S:22][C:18]=2[N:19]=[CH:20][N:21]=1. Given the product [CH2:25]([C:23]1[S:22][C:18]2[N:19]=[CH:20][N:21]=[C:16]([N:11]3[CH2:12][CH2:13][N:8]([C:1]([O:3][C:4]([CH3:7])([CH3:6])[CH3:5])=[O:2])[CH2:9][C@H:10]3[CH3:14])[C:17]=2[CH:24]=1)[CH3:26], predict the reactants needed to synthesize it. (8) Given the product [F:26][C:27]1[CH:32]=[CH:31][C:30]([F:33])=[CH:29][C:28]=1[C:2]1[CH:3]=[N:4][CH:5]=[C:6]2[C:11]=1[N:10]=[C:9]([C:12]([NH:14][CH2:15][C:16]1[CH:21]=[CH:20][C:19]([S:22]([CH3:25])(=[O:24])=[O:23])=[CH:18][CH:17]=1)=[O:13])[CH:8]=[CH:7]2, predict the reactants needed to synthesize it. The reactants are: Br[C:2]1[CH:3]=[N:4][CH:5]=[C:6]2[C:11]=1[N:10]=[C:9]([C:12]([NH:14][CH2:15][C:16]1[CH:21]=[CH:20][C:19]([S:22]([CH3:25])(=[O:24])=[O:23])=[CH:18][CH:17]=1)=[O:13])[CH:8]=[CH:7]2.[F:26][C:27]1[CH:32]=[CH:31][C:30]([F:33])=[CH:29][C:28]=1B(O)O.C(=O)([O-])[O-].[Cs+].[Cs+]. (9) The reactants are: [CH2:1]([NH:5][S:6]([C:9]1[CH:14]=[CH:13][C:12]([N:15]2[CH2:20][CH2:19][NH:18][CH2:17][CH2:16]2)=[CH:11][CH:10]=1)(=[O:8])=[O:7])[CH:2]([CH3:4])[CH3:3].CCN(CC)CC.[C:28](Cl)(=[O:30])[CH3:29]. Given the product [C:28]([N:18]1[CH2:19][CH2:20][N:15]([C:12]2[CH:11]=[CH:10][C:9]([S:6]([NH:5][CH2:1][CH:2]([CH3:4])[CH3:3])(=[O:8])=[O:7])=[CH:14][CH:13]=2)[CH2:16][CH2:17]1)(=[O:30])[CH3:29], predict the reactants needed to synthesize it. (10) Given the product [F:27][C:25]([F:26])([F:28])[C:22]1[CH:23]=[CH:24][C:19]([C:18]#[C:17][C:14]2[CH:15]=[CH:16][C:11]([N:8]3[CH2:9][CH2:10][N:5]([S:2]([CH:1]=[CH:57][CH2:56][CH2:55][CH2:54][C:49]4[N:50]=[CH:51][CH:52]=[CH:53][N:48]=4)(=[O:4])=[O:3])[CH2:6][CH2:7]3)=[N:12][CH:13]=2)=[N:20][CH:21]=1, predict the reactants needed to synthesize it. The reactants are: [CH3:1][S:2]([N:5]1[CH2:10][CH2:9][N:8]([C:11]2[CH:16]=[CH:15][C:14]([C:17]#[C:18][C:19]3[CH:24]=[CH:23][C:22]([C:25]([F:28])([F:27])[F:26])=[CH:21][N:20]=3)=[CH:13][N:12]=2)[CH2:7][CH2:6]1)(=[O:4])=[O:3].[Li+].C[Si]([N-][Si](C)(C)C)(C)C.P(Cl)(OCC)(OCC)=O.[N:48]1[CH:53]=[CH:52][CH:51]=[N:50][C:49]=1[CH2:54][CH2:55][CH2:56][CH:57]=O.